This data is from Forward reaction prediction with 1.9M reactions from USPTO patents (1976-2016). The task is: Predict the product of the given reaction. (1) Given the reactants [N+](=C)=[N-].[CH:4](=[C:11]1[NH:15][C:14](=[O:16])[C:13]([N+:17]([O-:19])=[O:18])=[C:12]1O)[C:5]1[CH:10]=[CH:9][CH:8]=[CH:7][CH:6]=1.[CH2:21]([NH2:28])[C:22]1[CH:27]=[CH:26][CH:25]=[CH:24][CH:23]=1, predict the reaction product. The product is: [CH2:21]([NH:28][C:12]1[C:11](=[CH:4][C:5]2[CH:10]=[CH:9][CH:8]=[CH:7][CH:6]=2)[NH:15][C:14](=[O:16])[C:13]=1[N+:17]([O-:19])=[O:18])[C:22]1[CH:27]=[CH:26][CH:25]=[CH:24][CH:23]=1. (2) Given the reactants [H-].[Al+3].[Li+].[H-].[H-].[H-].[C:7]([O:11][C:12](=[O:23])[NH:13][C:14]([C:17](=[O:22])N(OC)C)([CH3:16])[CH3:15])([CH3:10])([CH3:9])[CH3:8], predict the reaction product. The product is: [C:7]([O:11][C:12](=[O:23])[NH:13][C:14]([CH3:16])([CH3:15])[CH:17]=[O:22])([CH3:10])([CH3:8])[CH3:9]. (3) Given the reactants [H-].[Na+].[C:3]([O:7][C:8](=[O:23])[NH:9][C@H:10]1[C:16](=[O:17])[NH:15][C:14]2[CH:18]=[CH:19][C:20]([Cl:22])=[CH:21][C:13]=2[O:12][CH2:11]1)([CH3:6])([CH3:5])[CH3:4].I[CH:25]([CH3:27])[CH3:26].O, predict the reaction product. The product is: [C:3]([O:7][C:8](=[O:23])[NH:9][C@H:10]1[C:16](=[O:17])[N:15]([CH:25]([CH3:27])[CH3:26])[C:14]2[CH:18]=[CH:19][C:20]([Cl:22])=[CH:21][C:13]=2[O:12][CH2:11]1)([CH3:6])([CH3:4])[CH3:5]. (4) Given the reactants [CH:1]1([C:4]([N:6]2[CH2:10][CH2:9][C@@H:8]([CH2:11][NH:12][C:13]3[C:14]([NH2:20])=[CH:15][CH:16]=[C:17]([CH3:19])[CH:18]=3)[CH2:7]2)=[O:5])[CH2:3][CH2:2]1.[OH:21][C:22]1[CH:23]=[C:24]([C:28]2[CH:35]=[CH:34][C:31]([CH:32]=O)=[CH:30][CH:29]=2)[CH:25]=[CH:26][CH:27]=1.OOS([O-])=O.[K+].C([O-])([O-])=O.[K+].[K+], predict the reaction product. The product is: [CH:1]1([C:4]([N:6]2[CH2:10][CH2:9][C@@H:8]([CH2:11][N:12]3[C:13]4[CH:18]=[C:17]([CH3:19])[CH:16]=[CH:15][C:14]=4[N:20]=[C:32]3[C:31]3[CH:30]=[CH:29][C:28]([C:24]4[CH:25]=[CH:26][CH:27]=[C:22]([OH:21])[CH:23]=4)=[CH:35][CH:34]=3)[CH2:7]2)=[O:5])[CH2:3][CH2:2]1.